From a dataset of Peptide-MHC class II binding affinity with 134,281 pairs from IEDB. Regression. Given a peptide amino acid sequence and an MHC pseudo amino acid sequence, predict their binding affinity value. This is MHC class II binding data. (1) The peptide sequence is AVMLTFDNAGMWNVR. The MHC is DRB1_0701 with pseudo-sequence DRB1_0701. The binding affinity (normalized) is 0.546. (2) The peptide sequence is AAFNNAIKAGTGGAY. The MHC is HLA-DQA10101-DQB10501 with pseudo-sequence HLA-DQA10101-DQB10501. The binding affinity (normalized) is 0. (3) The peptide sequence is SNLELLRISLLLIQS. The MHC is DRB1_1101 with pseudo-sequence DRB1_1101. The binding affinity (normalized) is 0.340. (4) The peptide sequence is GSSIGKLFTQTMKGV. The MHC is DRB1_0901 with pseudo-sequence DRB1_0901. The binding affinity (normalized) is 0.273. (5) The peptide sequence is SNNGIKQQGIRYANP. The MHC is HLA-DQA10104-DQB10503 with pseudo-sequence HLA-DQA10104-DQB10503. The binding affinity (normalized) is 0.155.